This data is from Forward reaction prediction with 1.9M reactions from USPTO patents (1976-2016). The task is: Predict the product of the given reaction. (1) Given the reactants [CH3:1][C:2]1[CH:10]=[CH:9][C:8]2[NH:7][C:6]3[CH2:11][CH2:12][N:13]([C:15]4[CH:20]=[CH:19][C:18]([OH:21])=[CH:17][CH:16]=4)[CH2:14][C:5]=3[C:4]=2[CH:3]=1.[CH3:22][C:23]1[CH:28]=[CH:27][C:26]([CH:29]=[CH2:30])=[CH:25][N:24]=1.[OH-].[K+], predict the reaction product. The product is: [CH3:1][C:2]1[CH:10]=[CH:9][C:8]2[N:7]([CH2:30][CH2:29][C:26]3[CH:25]=[N:24][C:23]([CH3:22])=[CH:28][CH:27]=3)[C:6]3[CH2:11][CH2:12][N:13]([C:15]4[CH:20]=[CH:19][C:18]([OH:21])=[CH:17][CH:16]=4)[CH2:14][C:5]=3[C:4]=2[CH:3]=1. (2) The product is: [F:35][C:34]([F:37])([F:36])[C:32]([OH:38])=[O:33].[CH2:20]1[C:19]2([CH2:22][CH2:23][NH:24][CH:17]([C:15]([NH:14][C:11]3([C:8]4[CH:9]=[CH:10][C:5]([C:3]([O:2][CH3:1])=[O:4])=[CH:6][CH:7]=4)[CH2:12][CH2:13]3)=[O:16])[CH2:18]2)[CH2:21]1. Given the reactants [CH3:1][O:2][C:3]([C:5]1[CH:10]=[CH:9][C:8]([C:11]2([NH:14][C:15]([CH:17]3[N:24](C(OC(C)(C)C)=O)[CH2:23][CH2:22][C:19]4([CH2:21][CH2:20]4)[CH2:18]3)=[O:16])[CH2:13][CH2:12]2)=[CH:7][CH:6]=1)=[O:4].[C:32]([OH:38])([C:34]([F:37])([F:36])[F:35])=[O:33], predict the reaction product. (3) Given the reactants [F:1][C:2]1[C:7]([F:8])=[CH:6][CH:5]=[CH:4][C:3]=1[CH2:9][OH:10].Cl[C:12]1[CH:24]=[C:16]2[N:17]([CH2:22][CH3:23])[C@@H:18]([CH3:21])[CH2:19][CH2:20][N:15]2[C:14](=[O:25])[N:13]=1, predict the reaction product. The product is: [F:1][C:2]1[C:7]([F:8])=[CH:6][CH:5]=[CH:4][C:3]=1[CH2:9][O:10][C:12]1[CH:24]=[C:16]2[N:17]([CH2:22][CH3:23])[C@@H:18]([CH3:21])[CH2:19][CH2:20][N:15]2[C:14](=[O:25])[N:13]=1. (4) Given the reactants [CH3:1][C:2]1([CH3:12])[O:6][C@@H:5]([CH2:7][CH2:8][OH:9])[C:4]([CH3:11])([CH3:10])[O:3]1.C(N(CC)CC)C.[CH3:20][S:21](Cl)(=[O:23])=[O:22].O, predict the reaction product. The product is: [CH3:1][C:2]1([CH3:12])[O:6][C@@H:5]([CH2:7][CH2:8][O:9][S:21]([CH3:20])(=[O:23])=[O:22])[C:4]([CH3:11])([CH3:10])[O:3]1. (5) Given the reactants Br[C:2]1[S:3][C:4]2[C:10]([O:11][S:12]([C:15]([F:18])([F:17])[F:16])(=[O:14])=[O:13])=[C:9]([C@H:19]([O:25][C:26]([CH3:29])([CH3:28])[CH3:27])[C:20]([O:22][CH2:23][CH3:24])=[O:21])[C:8]([CH3:30])=[CH:7][C:5]=2[N:6]=1.[NH4+].[Cl-].[CH3:33][CH2:34][O:35][C:36](C)=[O:37], predict the reaction product. The product is: [C:26]([O:25][C@@H:19]([C:9]1[C:8]([CH3:30])=[CH:7][C:5]2[N:6]=[C:2]([C:36]([O:35][CH2:34][CH3:33])=[O:37])[S:3][C:4]=2[C:10]=1[O:11][S:12]([C:15]([F:18])([F:17])[F:16])(=[O:14])=[O:13])[C:20]([O:22][CH2:23][CH3:24])=[O:21])([CH3:29])([CH3:28])[CH3:27].